Dataset: Reaction yield outcomes from USPTO patents with 853,638 reactions. Task: Predict the reaction yield, written as a fraction of the theoretical maximum amount of product (1.0 means a 100% yield; for example, 0.34 means a 34% yield). (1) The yield is 0.630. The reactants are [NH2:1][C:2]1[CH:7]=[CH:6][C:5]([OH:8])=[CH:4][CH:3]=1.CC(C)([O-])C.[K+].Cl[C:16]1[CH:21]=[CH:20][N:19]=[C:18]([C:22]([F:25])([F:24])[F:23])[N:17]=1.O. The catalyst is CN(C=O)C. The product is [F:23][C:22]([F:25])([F:24])[C:18]1[N:19]=[C:20]([O:8][C:5]2[CH:6]=[CH:7][C:2]([NH2:1])=[CH:3][CH:4]=2)[CH:21]=[CH:16][N:17]=1. (2) The reactants are [NH:1]([C:20]([O:22][C:23]([CH3:26])([CH3:25])[CH3:24])=[O:21])[C@H:2]([C:10]([N:12]1[CH2:19][CH2:18][CH2:17][C@H:13]1[C:14]([OH:16])=O)=[O:11])[CH2:3][C:4]1[CH:9]=[CH:8][CH:7]=[CH:6][CH:5]=1.ON1C2C=CC=CC=2N=N1.C(N(C(CC)C)C(C)C)(C)C.CCN=C=NCCCN(C)C.Cl.[CH3:60][O:61][C:62](=[O:76])[CH2:63][CH:64]([NH2:75])[CH2:65][C:66]1[CH:71]=[C:70]([F:72])[C:69]([F:73])=[CH:68][C:67]=1[F:74]. The catalyst is C1COCC1. The product is [CH3:60][O:61][C:62](=[O:76])[CH2:63][CH:64]([NH:75][C:14]([CH:13]1[CH2:17][CH2:18][CH2:19][N:12]1[C:10](=[O:11])[CH:2]([NH:1][C:20]([O:22][C:23]([CH3:26])([CH3:24])[CH3:25])=[O:21])[CH2:3][C:4]1[CH:9]=[CH:8][CH:7]=[CH:6][CH:5]=1)=[O:16])[CH2:65][C:66]1[CH:71]=[C:70]([F:72])[C:69]([F:73])=[CH:68][C:67]=1[F:74]. The yield is 0.930. (3) The catalyst is ClCCl.[Pd](Cl)Cl.C1(P(C2C=CC=CC=2)[C-]2C=CC=C2)C=CC=CC=1.[C-]1(P(C2C=CC=CC=2)C2C=CC=CC=2)C=CC=C1.[Fe+2].CCOC(C)=O. The reactants are Br[C:2]1[CH:7]=[C:6]([F:8])[CH:5]=[C:4]([O:9][CH:10]([F:12])[F:11])[CH:3]=1.[B:13]1([B:13]2[O:17][C:16]([CH3:19])([CH3:18])[C:15]([CH3:21])([CH3:20])[O:14]2)[O:17][C:16]([CH3:19])([CH3:18])[C:15]([CH3:21])([CH3:20])[O:14]1.C([O-])(=O)C.[K+]. The yield is 0.493. The product is [F:11][CH:10]([F:12])[O:9][C:4]1[CH:3]=[C:2]([B:13]2[O:17][C:16]([CH3:19])([CH3:18])[C:15]([CH3:21])([CH3:20])[O:14]2)[CH:7]=[C:6]([F:8])[CH:5]=1. (4) The reactants are Br[C:2]1[CH:11]=[CH:10][C:5]([C:6]([O:8][CH3:9])=[O:7])=[C:4]([O:12][CH3:13])[CH:3]=1.[Cl:14][C:15]1[CH:20]=[CH:19][C:18](B(O)O)=[CH:17][CH:16]=1.[O-]P([O-])([O-])=O.[K+].[K+].[K+]. The catalyst is O1CCOCC1.CO.C1C=CC(P(C2C=CC=CC=2)[C-]2C=CC=C2)=CC=1.C1C=CC(P(C2C=CC=CC=2)[C-]2C=CC=C2)=CC=1.Cl[Pd]Cl.[Fe+2]. The product is [CH3:9][O:8][C:6]([C:5]1[CH:10]=[CH:11][C:2]([C:18]2[CH:19]=[CH:20][C:15]([Cl:14])=[CH:16][CH:17]=2)=[CH:3][C:4]=1[O:12][CH3:13])=[O:7]. The yield is 0.780. (5) The reactants are [Cl:1][C:2]1[CH:12]=[CH:11][CH:10]=[CH:9][C:3]=1[C@@H:4]([OH:8])[C:5]([OH:7])=[O:6].S(=O)(=O)(O)O.[CH3:18]O. No catalyst specified. The product is [CH3:18][O:6][C:5](=[O:7])[C@H:4]([OH:8])[C:3]1[CH:9]=[CH:10][CH:11]=[CH:12][C:2]=1[Cl:1]. The yield is 0.940. (6) The reactants are [CH2:1]([C:3]1[N:4]=[C:5]([CH2:27][CH2:28][CH3:29])[N:6]([CH2:12][C:13]2[CH:18]=[CH:17][C:16]([C:19]3[C:20]([C:25]#[N:26])=[CH:21][CH:22]=[CH:23][CH:24]=3)=[CH:15][CH:14]=2)[C:7](=[O:11])[C:8]=1[CH:9]=O)[CH3:2].[NH:30]1[CH2:35][CH2:34][O:33][CH2:32][CH2:31]1.C(O[BH-](OC(=O)C)OC(=O)C)(=O)C.[Na+]. The catalyst is C(O)(=O)C.C(OCC)(=O)C. The product is [CH2:1]([C:3]1[N:4]=[C:5]([CH2:27][CH2:28][CH3:29])[N:6]([CH2:12][C:13]2[CH:18]=[CH:17][C:16]([C:19]3[C:20]([C:25]#[N:26])=[CH:21][CH:22]=[CH:23][CH:24]=3)=[CH:15][CH:14]=2)[C:7](=[O:11])[C:8]=1[CH2:9][N:30]1[CH2:35][CH2:34][O:33][CH2:32][CH2:31]1)[CH3:2]. The yield is 0.350.